Dataset: Experimentally validated miRNA-target interactions with 360,000+ pairs, plus equal number of negative samples. Task: Binary Classification. Given a miRNA mature sequence and a target amino acid sequence, predict their likelihood of interaction. (1) The miRNA is hsa-miR-3675-5p with sequence UAUGGGGCUUCUGUAGAGAUUUC. The protein sequence of the target gene is MATTEDDRLAGSGEGERLDFLRDRHVRFFQRCLQVLPERYSSLETSRLTIAFFALSGLDMLDSLDVVNKDDIIEWIYSLQVLPTEDRSNLSRCGFRGSSYLGIPFNPSKNPGAAHPYDSGHIAMTYTGLSCLIILGDDLGRVDKEACLAGLRALQLEDGSFCAVPEGSENDMRFVYCASCICYMLNNWSGMDMKKAISYIRRSMSYDNGLAQGAGLESHGGSTFCGIASLCLMGKLEEVFSEKELNRIKRWCIMRQQNGYHGRPNKPVDTCYSFWVGATLKLLKIFQYTNFEKNRNYILS.... Result: 0 (no interaction). (2) The miRNA is mmu-miR-672-5p with sequence UGAGGUUGGUGUACUGUGUGUGA. The protein sequence of the target gene is MMSFVQKGSWLLLALLHPTIILAQQEAVEGGCSHLGQSYADRDVWKPEPCQICVCDSGSVLCDDIICDDQELDCPNPEIPFGECCAVCPQPPTAPTRPPNGQGPQGPKGDPGPPGIPGRNGDPGIPGQPGSPGSPGPPGICESCPTGPQNYSPQYDSYDVKSGVAVGGLAGYPGPAGPPGPPGPPGTSGHPGSPGSPGYQGPPGEPGQAGPSGPPGPPGAIGPSGPAGKDGESGRPGRPGERGLPGPPGIKGPAGIPGFPGMKGHRGFDGRNGEKGETGAPGLKGENGLPGENGAPGPMG.... Result: 0 (no interaction). (3) The miRNA is cel-miR-229-5p with sequence AAUGACACUGGUUAUCUUUUCCAUCG. The protein sequence of the target gene is MQAFLKGTSISTKPPLTKDRGVAASAGSSGENKKAKPVPWVEKYRPKCVDEVAFQEEVVAVLKKSLEGADLPNLLFYGPPGTGKTSTILAAARELFGPELFRLRVLELNASDERGIQVVREKVKNFAQLTVSGSRSDGKPCPPFKIVILDEADSMTSAAQAALRRTMEKESKTTRFCLICNYVSRIIEPLTSRCSKFRFKPLSDKIQQQRLLDIAKKENVKISDEGIAYLVKVSEGDLRKAITFLQSATRLTGGKEITEKVITDIAGVIPAEKIDGVFAACQSGSFDKLEAVVKDLIDEG.... Result: 0 (no interaction). (4) The miRNA is hsa-miR-1203 with sequence CCCGGAGCCAGGAUGCAGCUC. The protein sequence of the target gene is MGVQVETISPGDGRTFPKRGQTCVVHYTGMLEDGKKFDSSRDRNKPFKFTLGKQEVIRGWEEGVAQMSVGQRAKLIISSDYAYGATGHPGIIPPHATLVFDVELLKLE. Result: 0 (no interaction). (5) The miRNA is cel-miR-359 with sequence UCACUGGUCUUUCUCUGACGAA. The protein sequence of the target gene is MDKLKKVLSGQDTEDRSGLSEVVEASSLSWGTRIKGFIACFALGILCSVLGTLLLWVPRKGLGLFAVFYTLGNIMSIGSTVFLMGPLKQLKRMFEPTRLIATILVLLCFALTLCSAFLWNKGLALIFCILQSLALTWYSLSYIPYARDAVKKCFAVCLA. Result: 0 (no interaction). (6) The miRNA is hsa-miR-1297 with sequence UUCAAGUAAUUCAGGUG. The protein sequence of the target gene is MKRRTDPECTAPLKKQKRIGELARHLSSTSDDEPLSSVNHAAKASATSLSGSDSETEGKQPCSDDFKDAFKADSLVEGTSSRYSMYNSVSQRLMAKMGFREGEGLGKYSQGRKDIVETSNQKGRRGLGLTLQGFDQELNVDWRDEPEPNACEQVSWFPECTTEIPDSREMSDWMVVGKRKMVIEDETEFCGEELLHSMLKCKSVFDILDGEEMRRARTRANPYEMIRGVFFLNRAAMKMANMDFVFDRMFTNPLDSSGKPLLKESDIDLLYFADVCAGPGGFSEYVLWRKKWHAKGFGMT.... Result: 0 (no interaction). (7) The miRNA is hsa-miR-3135b with sequence GGCUGGAGCGAGUGCAGUGGUG. The protein sequence of the target gene is MALSQGLLTFRDVAIEFSQEEWKCLDPAQRTLYRDVMLENYRNLVSLDISSKCMMNTLSSTGQGNTEVIHTGTLQRQASYHIGAFCSQEIEKDIHDFVFQWQEDETNDHEAPMTEIKKLTSSTDRYDQRHAGNKPIKGQLESRFHLHLRRHRRIHTGEKPYKCEECEKVFSCKSHLEIHRIIHTGEKPYKCKVCDKAFKHDSHLAKHTRIHRGDKHYTCNECGKVFDQKATLACHHRSHTGEKPYKCNECGKTFSQTSHLVYHHRLHTGEKPYKCNECGKTFARNSVLVIHKAVHTAEKP.... Result: 1 (interaction). (8) The miRNA is hsa-miR-4777-5p with sequence UUCUAGAUGAGAGAUAUAUAUA. The protein sequence of the target gene is MAASTSMVPVAVTAAVAPVLSINSDFSDLREIKKQLLLIAGLTRERGLLHSSKWSAELAFSLPALPLAELQPPPPITEEDAQDMDAYTLAKAYFDVKEYDRAAHFLHGCNSKKAYFLYMYSRYLSGEKKKDDETVDSLGPLEKGQVKNEALRELRVELSKKHQARELDGFGLYLYGVVLRKLDLVKEAIDVFVEATHVLPLHWGAWLELCNLITDKEMLKFLSLPDTWMKEFFLAHIYTELQLIEEALQKYQNLIDVGFSKSSYIVSQIAVAYHNIRDIDKALSIFNELRKQDPYRIENM.... Result: 1 (interaction). (9) Result: 1 (interaction). The protein sequence of the target gene is MMLGTEGGEGFVVKVRGLPWSCSADEVQRFFSDCKIQNGAQGIRFIYTREGRPSGEAFVELESEDEVKLALKKDRETMGHRYVEVFKSNNVEMDWVLKHTGPNSPDTANDGFVRLRGLPFGCSKEEIVQFFSGLEIVPNGITLPVDFQGRSTGEAFVQFASQEIAEKALKKHKERIGHRYIEIFKSSRAEVRTHYDPPRKLMAMQRPGPYDRPGAGRGYNSIGRGAGFERMRRGAYGGGYGGYDDYNGYNDGYGFGSDRFGRDLNYCFSGMSDHRYGDGGSTFQSTTGHCVHMRGLPYRA.... The miRNA is hsa-miR-181d-5p with sequence AACAUUCAUUGUUGUCGGUGGGU.